Dataset: NCI-60 drug combinations with 297,098 pairs across 59 cell lines. Task: Regression. Given two drug SMILES strings and cell line genomic features, predict the synergy score measuring deviation from expected non-interaction effect. (1) Drug 1: CN(CC1=CN=C2C(=N1)C(=NC(=N2)N)N)C3=CC=C(C=C3)C(=O)NC(CCC(=O)O)C(=O)O. Drug 2: C1=NC2=C(N=C(N=C2N1C3C(C(C(O3)CO)O)O)F)N. Cell line: SW-620. Synergy scores: CSS=15.1, Synergy_ZIP=-4.67, Synergy_Bliss=-10.4, Synergy_Loewe=-23.6, Synergy_HSA=-9.71. (2) Drug 1: C1=CC(=CC=C1CC(C(=O)O)N)N(CCCl)CCCl.Cl. Synergy scores: CSS=30.9, Synergy_ZIP=-10.5, Synergy_Bliss=-19.5, Synergy_Loewe=-22.3, Synergy_HSA=-19.6. Cell line: HL-60(TB). Drug 2: CC1C(C(CC(O1)OC2CC(CC3=C2C(=C4C(=C3O)C(=O)C5=CC=CC=C5C4=O)O)(C(=O)C)O)N)O. (3) Drug 1: CCC1(CC2CC(C3=C(CCN(C2)C1)C4=CC=CC=C4N3)(C5=C(C=C6C(=C5)C78CCN9C7C(C=CC9)(C(C(C8N6C)(C(=O)OC)O)OC(=O)C)CC)OC)C(=O)OC)O.OS(=O)(=O)O. Drug 2: CC12CCC3C(C1CCC2OP(=O)(O)O)CCC4=C3C=CC(=C4)OC(=O)N(CCCl)CCCl.[Na+]. Synergy scores: CSS=6.65, Synergy_ZIP=15.3, Synergy_Bliss=12.1, Synergy_Loewe=-0.515, Synergy_HSA=0.0456. Cell line: COLO 205. (4) Drug 1: C1=C(C(=O)NC(=O)N1)F. Drug 2: C1=CC=C(C=C1)NC(=O)CCCCCCC(=O)NO. Cell line: M14. Synergy scores: CSS=38.4, Synergy_ZIP=1.54, Synergy_Bliss=-1.76, Synergy_Loewe=-0.928, Synergy_HSA=-0.652. (5) Drug 1: CC1=C(C(CCC1)(C)C)C=CC(=CC=CC(=CC(=O)O)C)C. Drug 2: CCCCC(=O)OCC(=O)C1(CC(C2=C(C1)C(=C3C(=C2O)C(=O)C4=C(C3=O)C=CC=C4OC)O)OC5CC(C(C(O5)C)O)NC(=O)C(F)(F)F)O. Cell line: 786-0. Synergy scores: CSS=20.4, Synergy_ZIP=-4.22, Synergy_Bliss=-3.00, Synergy_Loewe=-15.1, Synergy_HSA=-4.51. (6) Drug 1: CC1CCC2CC(C(=CC=CC=CC(CC(C(=O)C(C(C(=CC(C(=O)CC(OC(=O)C3CCCCN3C(=O)C(=O)C1(O2)O)C(C)CC4CCC(C(C4)OC)O)C)C)O)OC)C)C)C)OC. Drug 2: CC1C(C(CC(O1)OC2CC(CC3=C2C(=C4C(=C3O)C(=O)C5=C(C4=O)C(=CC=C5)OC)O)(C(=O)CO)O)N)O.Cl. Cell line: OVCAR3. Synergy scores: CSS=37.9, Synergy_ZIP=2.34, Synergy_Bliss=3.39, Synergy_Loewe=5.21, Synergy_HSA=5.12. (7) Cell line: NCI-H522. Drug 1: CC12CCC(CC1=CCC3C2CCC4(C3CC=C4C5=CN=CC=C5)C)O. Drug 2: CC1C(C(CC(O1)OC2CC(OC(C2O)C)OC3=CC4=CC5=C(C(=O)C(C(C5)C(C(=O)C(C(C)O)O)OC)OC6CC(C(C(O6)C)O)OC7CC(C(C(O7)C)O)OC8CC(C(C(O8)C)O)(C)O)C(=C4C(=C3C)O)O)O)O. Synergy scores: CSS=16.4, Synergy_ZIP=2.56, Synergy_Bliss=8.12, Synergy_Loewe=7.94, Synergy_HSA=7.65. (8) Drug 1: CC1=C(C=C(C=C1)NC2=NC=CC(=N2)N(C)C3=CC4=NN(C(=C4C=C3)C)C)S(=O)(=O)N.Cl. Drug 2: CC(C1=C(C=CC(=C1Cl)F)Cl)OC2=C(N=CC(=C2)C3=CN(N=C3)C4CCNCC4)N. Cell line: MOLT-4. Synergy scores: CSS=18.8, Synergy_ZIP=-2.26, Synergy_Bliss=-2.86, Synergy_Loewe=-5.56, Synergy_HSA=-3.38. (9) Cell line: COLO 205. Synergy scores: CSS=-9.59, Synergy_ZIP=2.20, Synergy_Bliss=-3.61, Synergy_Loewe=-9.65, Synergy_HSA=-10.2. Drug 1: CS(=O)(=O)C1=CC(=C(C=C1)C(=O)NC2=CC(=C(C=C2)Cl)C3=CC=CC=N3)Cl. Drug 2: C1CN(P(=O)(OC1)NCCCl)CCCl. (10) Drug 1: COC1=CC(=CC(=C1O)OC)C2C3C(COC3=O)C(C4=CC5=C(C=C24)OCO5)OC6C(C(C7C(O6)COC(O7)C8=CC=CS8)O)O. Drug 2: C1=NNC2=C1C(=O)NC=N2. Cell line: NCI-H522. Synergy scores: CSS=28.3, Synergy_ZIP=-3.41, Synergy_Bliss=-3.28, Synergy_Loewe=-3.10, Synergy_HSA=0.00854.